The task is: Regression. Given two drug SMILES strings and cell line genomic features, predict the synergy score measuring deviation from expected non-interaction effect.. This data is from NCI-60 drug combinations with 297,098 pairs across 59 cell lines. (1) Drug 1: CCC(=C(C1=CC=CC=C1)C2=CC=C(C=C2)OCCN(C)C)C3=CC=CC=C3.C(C(=O)O)C(CC(=O)O)(C(=O)O)O. Drug 2: B(C(CC(C)C)NC(=O)C(CC1=CC=CC=C1)NC(=O)C2=NC=CN=C2)(O)O. Cell line: CAKI-1. Synergy scores: CSS=12.7, Synergy_ZIP=2.50, Synergy_Bliss=6.22, Synergy_Loewe=-16.8, Synergy_HSA=4.04. (2) Drug 1: CC(C)CN1C=NC2=C1C3=CC=CC=C3N=C2N. Drug 2: CC1C(C(CC(O1)OC2CC(CC3=C2C(=C4C(=C3O)C(=O)C5=C(C4=O)C(=CC=C5)OC)O)(C(=O)CO)O)N)O.Cl. Cell line: OVCAR-4. Synergy scores: CSS=37.2, Synergy_ZIP=0.931, Synergy_Bliss=1.20, Synergy_Loewe=1.54, Synergy_HSA=3.28. (3) Drug 1: CC(C)CN1C=NC2=C1C3=CC=CC=C3N=C2N. Drug 2: C(CCl)NC(=O)N(CCCl)N=O. Cell line: PC-3. Synergy scores: CSS=6.17, Synergy_ZIP=-2.78, Synergy_Bliss=-1.34, Synergy_Loewe=-2.49, Synergy_HSA=-2.15. (4) Drug 2: CC1C(C(CC(O1)OC2CC(OC(C2O)C)OC3=CC4=CC5=C(C(=O)C(C(C5)C(C(=O)C(C(C)O)O)OC)OC6CC(C(C(O6)C)O)OC7CC(C(C(O7)C)O)OC8CC(C(C(O8)C)O)(C)O)C(=C4C(=C3C)O)O)O)O. Cell line: MOLT-4. Synergy scores: CSS=27.3, Synergy_ZIP=21.5, Synergy_Bliss=16.1, Synergy_Loewe=7.43, Synergy_HSA=9.07. Drug 1: CN(C)C1=NC(=NC(=N1)N(C)C)N(C)C. (5) Drug 1: C1=CC(=CC=C1CCC2=CNC3=C2C(=O)NC(=N3)N)C(=O)NC(CCC(=O)O)C(=O)O. Drug 2: CN1C2=C(C=C(C=C2)N(CCCl)CCCl)N=C1CCCC(=O)O.Cl. Cell line: SK-MEL-5. Synergy scores: CSS=7.71, Synergy_ZIP=-1.83, Synergy_Bliss=3.63, Synergy_Loewe=-8.84, Synergy_HSA=0.536. (6) Drug 1: CC1=C2C(C(=O)C3(C(CC4C(C3C(C(C2(C)C)(CC1OC(=O)C(C(C5=CC=CC=C5)NC(=O)OC(C)(C)C)O)O)OC(=O)C6=CC=CC=C6)(CO4)OC(=O)C)OC)C)OC. Drug 2: CC1OCC2C(O1)C(C(C(O2)OC3C4COC(=O)C4C(C5=CC6=C(C=C35)OCO6)C7=CC(=C(C(=C7)OC)O)OC)O)O. Cell line: UACC-257. Synergy scores: CSS=20.9, Synergy_ZIP=-1.92, Synergy_Bliss=-1.21, Synergy_Loewe=-6.20, Synergy_HSA=1.12. (7) Drug 1: CCC1=CC2CC(C3=C(CN(C2)C1)C4=CC=CC=C4N3)(C5=C(C=C6C(=C5)C78CCN9C7C(C=CC9)(C(C(C8N6C)(C(=O)OC)O)OC(=O)C)CC)OC)C(=O)OC.C(C(C(=O)O)O)(C(=O)O)O. Drug 2: CC(C1=C(C=CC(=C1Cl)F)Cl)OC2=C(N=CC(=C2)C3=CN(N=C3)C4CCNCC4)N. Cell line: HOP-92. Synergy scores: CSS=30.8, Synergy_ZIP=-5.73, Synergy_Bliss=-1.84, Synergy_Loewe=-9.68, Synergy_HSA=0.0667. (8) Drug 1: CC(C)NC(=O)C1=CC=C(C=C1)CNNC.Cl. Drug 2: COC1=C2C(=CC3=C1OC=C3)C=CC(=O)O2. Cell line: HT29. Synergy scores: CSS=-2.85, Synergy_ZIP=5.22, Synergy_Bliss=10.4, Synergy_Loewe=1.57, Synergy_HSA=1.98.